This data is from Experimentally validated miRNA-target interactions with 360,000+ pairs, plus equal number of negative samples. The task is: Binary Classification. Given a miRNA mature sequence and a target amino acid sequence, predict their likelihood of interaction. (1) The miRNA is hsa-miR-6802-3p with sequence UUCACCCCUCUCACCUAAGCAG. The protein sequence of the target gene is MTEVQAMVEFSVELNKFYNVDLFQRGFYQIRASMKIPARIPHRVEASLLHATGMTLAFPASVHDALVCSKTFQILYKNEEVVLNDVMIFKVKMLLDERKIEETLEEISFLLSLGLHFTDGDYSADDLNALQLISSRTLKLHYSICRGLHHHANVMFDYFHLSVVSVTVHASLVALHQPLISFPRPVKTTWLNRNAPAQSKDSAIPTLESVVFGINYTKQLSPDGCSFLIAESFLHHAYHFHYTLCATLLLAFKGLHSYFITVTEEIPSCQKLDLEEMDVEARLTELCEEVKKVENPDELA.... Result: 0 (no interaction). (2) The miRNA is mmu-miR-5108 with sequence GUAGAGCACUGGAUGGUUU. Result: 0 (no interaction). The protein sequence of the target gene is MSWRRAASVGRRLVASGRILAGRRGAAGAAGSGMGNSTSSFWGKSTTTPVNQIQETISNNCVVIFSKTSCSYCSMAKKIFHDMNVNYKAVELDMLEYGNQFQDALHKMTGERTVPRIFVNGRFIGGAADTHRLHKEGKLLPLVHQCYLKKKQEERH. (3) The miRNA is hsa-miR-4645-5p with sequence ACCAGGCAAGAAAUAUUGU. The protein sequence of the target gene is MVIRVYIASSSGSTAIKKKQQDVLCFLEANKIGFEEKDIAANEENRKWMRENVPEDSRPSTGYPLPPQIFNECQYRGDYDAFFEARENNAVYAFLGLTAPPGSKEAEAQANQQA. Result: 0 (no interaction). (4) The miRNA is hsa-miR-579-3p with sequence UUCAUUUGGUAUAAACCGCGAUU. The protein sequence of the target gene is MQPLVMQGCPYTLPRCHEWHAADRFHHSSSLRNTCPQPQVRAAVTIPAPPWDGAGDPCLSPKLLNGTVGATGPLEPSAMNLCWNEIKKKSHNLRARLEAFSDLSGKLQLPLREIIDWLSQKDEELSAQLPLQGDVALVQQEKETHAAFMEEVKSKGPYISSVLESAQAFLSQHPFEELEESQSESKDTSPRQRIQNLSRFVWKQATVASELWEKLTARCVDQHRHIEHTLEHLLEIQGAMEELSSTLTQAEGVRATWEPIGDLFIDSLPEHIQAIKLFKEEFSPVKDGVKLVNDLAHQLA.... Result: 0 (no interaction). (5) The miRNA is mmu-miR-342-3p with sequence UCUCACACAGAAAUCGCACCCGU. The protein sequence of the target gene is MGQRPQLRLVKALLLLGLNPVSTSLQDQQCESLSLASNVSGLQCNASVDLIGTCWPRSPAGQLVVRPCPAFFYGVRYNTTNNGYRECLANGSWAARVNYSECQEILNEEKKSKVHYHIAVIINYLGHCISLVALLVAFVLFLRLRSIRCLRNIIHWNLISAFILRNATWFVVQLTVSPEVHQSNVAWCRLVTAAYNYFHVTNFFWMFGEGCYLHTAIVLTYSTDRLRKWMFVCIGWGVPFPIIVAWAIGKLYYDNEKCWFGKRPGVYTDYIYQGPMILVLLINFIFLFNIVRILMTKLRA.... Result: 0 (no interaction). (6) The protein sequence of the target gene is MGPLQFRDVAIEFSLEEWHCLDTAQRNLYRNVMLENYRNLVFLGIVVSKPDLITCLEQGKKPLTMKKHEMVANPSVTCSHFARDLWPEQSIKDSFQKVTLRRYENYGHDNLQFKKGCESVDECKVHKRGYNGLNQYLTTTQSKIFQCDKYVKVIHKFSNSNRHKIRHTGKKPFKCIECGKAFNQSSTLTTHKKIHTGEKPFKCEECGKAFNWSSHLTTHKRIHTGEKRYKCEDCGKAFSRFSYLTAHKIIHSGEKPYKCEECGKAFKRSSNLTTHKIIHTGEKPYKCEECGKAFKRSSIL.... Result: 0 (no interaction). The miRNA is hsa-miR-499a-5p with sequence UUAAGACUUGCAGUGAUGUUU.